The task is: Predict the reaction yield, written as a fraction of the theoretical maximum amount of product (1.0 means a 100% yield; for example, 0.34 means a 34% yield).. This data is from Reaction yield outcomes from USPTO patents with 853,638 reactions. (1) The reactants are [N:1]1([CH2:7][C:8]2[CH:13]=[CH:12][C:11]([C:14]([NH:16][C:17]3([C:23]([NH:25][C@H:26]([CH2:31][OH:32])[CH2:27][CH2:28][S:29][CH3:30])=[O:24])[CH2:22][CH2:21][CH2:20][CH2:19][CH2:18]3)=[O:15])=[CH:10][CH:9]=2)[CH2:6][CH2:5][O:4][CH2:3][CH2:2]1.C(OCC)(=O)C.C(=O)(O)[O-].[Na+].S([O-])([O-])(=O)=S.[Na+].[Na+]. The catalyst is C(Cl)Cl. The product is [N:1]1([CH2:7][C:8]2[CH:13]=[CH:12][C:11]([C:14]([NH:16][C:17]3([C:23]([NH:25][C@H:26]([CH:31]=[O:32])[CH2:27][CH2:28][S:29][CH3:30])=[O:24])[CH2:22][CH2:21][CH2:20][CH2:19][CH2:18]3)=[O:15])=[CH:10][CH:9]=2)[CH2:6][CH2:5][O:4][CH2:3][CH2:2]1. The yield is 0.850. (2) The reactants are [Cl:1][C:2]1[CH:7]=[C:6]([N+:8]([O-:10])=[O:9])[CH:5]=[C:4]([CH3:11])[C:3]=1[NH2:12].[CH:13]1([CH2:18][C:19](Cl)=[O:20])[CH2:17][CH2:16][CH2:15][CH2:14]1. The catalyst is C(#N)C. The product is [Cl:1][C:2]1[CH:7]=[C:6]([N+:8]([O-:10])=[O:9])[CH:5]=[C:4]([CH3:11])[C:3]=1[NH:12][C:19](=[O:20])[CH2:18][CH:13]1[CH2:17][CH2:16][CH2:15][CH2:14]1. The yield is 0.580.